The task is: Predict the reaction yield, written as a fraction of the theoretical maximum amount of product (1.0 means a 100% yield; for example, 0.34 means a 34% yield).. This data is from Reaction yield outcomes from USPTO patents with 853,638 reactions. (1) The reactants are Cl.[CH3:2][O:3][C:4]1[CH:5]=[C:6]2[C:10](=[CH:11][CH:12]=1)[NH:9][N:8]=[C:7]2[C:13]([NH:15][CH2:16][CH:17]1[CH2:22][CH2:21][NH:20][CH2:19][CH2:18]1)=[O:14].C(=O)([O-])[O-].[K+].[K+].Cl[CH2:30][CH2:31][CH2:32][C:33]([O:35][CH2:36][CH3:37])=[O:34]. The catalyst is CC(C)=O. The product is [CH3:2][O:3][C:4]1[CH:5]=[C:6]2[C:10](=[CH:11][CH:12]=1)[NH:9][N:8]=[C:7]2[C:13]([NH:15][CH2:16][CH:17]1[CH2:22][CH2:21][N:20]([CH2:30][CH2:31][CH2:32][C:33]([O:35][CH2:36][CH3:37])=[O:34])[CH2:19][CH2:18]1)=[O:14]. The yield is 0.0900. (2) The reactants are [CH3:1][C:2]1([CH3:24])[C:11]2[CH2:10][O:9][CH:8]=[CH:7][C:6]3=[CH:12][CH:13]([CH2:15][NH:16][C:17](=[O:23])[O:18][C:19]([CH3:22])([CH3:21])[CH3:20])[O:14][B:4]([C:5]=23)[O:3]1.C1C(=O)N([Br:32])C(=O)C1. The catalyst is ClC(Cl)C. The product is [Br:32][C:12]1[C@H:13]([CH2:15][NH:16][C:17](=[O:23])[O:18][C:19]([CH3:22])([CH3:21])[CH3:20])[O:14][B:4]2[C:5]3[C:6]=1[CH:7]=[CH:8][O:9][CH2:10][C:11]=3[C:2]([CH3:24])([CH3:1])[O:3]2. The yield is 0.865. (3) The reactants are P(Cl)(Cl)(Cl)=O.[CH2:6]([O:13][C:14]1[CH:15]=[CH:16][C:17]2[O:21][CH:20]=[CH:19][C:18]=2[C:22]=1[C:23]([CH3:26])([CH3:25])[CH3:24])[C:7]1[CH:12]=[CH:11][CH:10]=[CH:9][CH:8]=1.O.CN(C)[CH:30]=[O:31]. No catalyst specified. The product is [CH2:6]([O:13][C:14]1[CH:15]=[CH:16][C:17]2[O:21][C:20]([CH:30]=[O:31])=[CH:19][C:18]=2[C:22]=1[C:23]([CH3:26])([CH3:25])[CH3:24])[C:7]1[CH:8]=[CH:9][CH:10]=[CH:11][CH:12]=1. The yield is 0.360. (4) The reactants are Br[C:2]1[CH:3]=[CH:4][C:5]2[N:6]([C:8]([C:11]3[CH:18]=[CH:17][C:14]([C:15]#[N:16])=[CH:13][CH:12]=3)=[CH:9][N:10]=2)[CH:7]=1.[CH3:19][N:20]1[CH2:25][CH2:24][N:23]([C:26]([C:28]2[CH:33]=[CH:32][C:31](B3OC(C)(C)C(C)(C)O3)=[CH:30][CH:29]=2)=[O:27])[CH2:22][CH2:21]1.C([O-])(O)=O.[Na+]. The catalyst is CN(C=O)C.O. The product is [CH3:19][N:20]1[CH2:25][CH2:24][N:23]([C:26]([C:28]2[CH:33]=[CH:32][C:31]([C:2]3[CH:3]=[CH:4][C:5]4[N:6]([C:8]([C:11]5[CH:18]=[CH:17][C:14]([C:15]#[N:16])=[CH:13][CH:12]=5)=[CH:9][N:10]=4)[CH:7]=3)=[CH:30][CH:29]=2)=[O:27])[CH2:22][CH2:21]1. The yield is 0.450.